From a dataset of NCI-60 drug combinations with 297,098 pairs across 59 cell lines. Regression. Given two drug SMILES strings and cell line genomic features, predict the synergy score measuring deviation from expected non-interaction effect. (1) Drug 1: CC1=CC2C(CCC3(C2CCC3(C(=O)C)OC(=O)C)C)C4(C1=CC(=O)CC4)C. Drug 2: C1=CC(=CC=C1CCCC(=O)O)N(CCCl)CCCl. Cell line: A498. Synergy scores: CSS=26.9, Synergy_ZIP=-7.39, Synergy_Bliss=-1.39, Synergy_Loewe=0.0731, Synergy_HSA=1.03. (2) Drug 1: CCCS(=O)(=O)NC1=C(C(=C(C=C1)F)C(=O)C2=CNC3=C2C=C(C=N3)C4=CC=C(C=C4)Cl)F. Drug 2: C1CC(=O)NC(=O)C1N2CC3=C(C2=O)C=CC=C3N. Cell line: SNB-75. Synergy scores: CSS=2.89, Synergy_ZIP=0.585, Synergy_Bliss=-1.61, Synergy_Loewe=-1.62, Synergy_HSA=-3.02. (3) Drug 1: CCC1=C2CN3C(=CC4=C(C3=O)COC(=O)C4(CC)O)C2=NC5=C1C=C(C=C5)O. Drug 2: CCCCC(=O)OCC(=O)C1(CC(C2=C(C1)C(=C3C(=C2O)C(=O)C4=C(C3=O)C=CC=C4OC)O)OC5CC(C(C(O5)C)O)NC(=O)C(F)(F)F)O. Synergy scores: CSS=62.0, Synergy_ZIP=-2.49, Synergy_Bliss=0.131, Synergy_Loewe=0.458, Synergy_HSA=2.71. Cell line: NCI-H522. (4) Drug 1: C1=C(C(=O)NC(=O)N1)N(CCCl)CCCl. Cell line: A549. Drug 2: CC(C)NC(=O)C1=CC=C(C=C1)CNNC.Cl. Synergy scores: CSS=17.5, Synergy_ZIP=1.55, Synergy_Bliss=1.85, Synergy_Loewe=-9.34, Synergy_HSA=-1.27. (5) Drug 1: CC1=C(C=C(C=C1)NC(=O)C2=CC=C(C=C2)CN3CCN(CC3)C)NC4=NC=CC(=N4)C5=CN=CC=C5. Drug 2: COC1=C2C(=CC3=C1OC=C3)C=CC(=O)O2. Cell line: SK-MEL-28. Synergy scores: CSS=-3.88, Synergy_ZIP=6.08, Synergy_Bliss=8.43, Synergy_Loewe=-1.62, Synergy_HSA=-0.692. (6) Drug 1: C1=C(C(=O)NC(=O)N1)F. Drug 2: C#CCC(CC1=CN=C2C(=N1)C(=NC(=N2)N)N)C3=CC=C(C=C3)C(=O)NC(CCC(=O)O)C(=O)O. Cell line: U251. Synergy scores: CSS=38.0, Synergy_ZIP=-12.7, Synergy_Bliss=-11.8, Synergy_Loewe=-10.1, Synergy_HSA=-9.99. (7) Drug 1: C1CN1C2=NC(=NC(=N2)N3CC3)N4CC4. Drug 2: C1CCC(CC1)NC(=O)N(CCCl)N=O. Cell line: NCI-H322M. Synergy scores: CSS=-5.56, Synergy_ZIP=3.61, Synergy_Bliss=0.634, Synergy_Loewe=-1.62, Synergy_HSA=-4.17. (8) Drug 1: C1CC(=O)NC(=O)C1N2C(=O)C3=CC=CC=C3C2=O. Drug 2: C1C(C(OC1N2C=NC3=C2NC=NCC3O)CO)O. Cell line: RXF 393. Synergy scores: CSS=0.264, Synergy_ZIP=-3.05, Synergy_Bliss=-5.61, Synergy_Loewe=-7.35, Synergy_HSA=-4.99. (9) Drug 1: CS(=O)(=O)OCCCCOS(=O)(=O)C. Drug 2: C1C(C(OC1N2C=NC(=NC2=O)N)CO)O. Cell line: SNB-75. Synergy scores: CSS=-0.196, Synergy_ZIP=-0.0946, Synergy_Bliss=-1.33, Synergy_Loewe=-0.936, Synergy_HSA=-2.58. (10) Drug 1: C#CCC(CC1=CN=C2C(=N1)C(=NC(=N2)N)N)C3=CC=C(C=C3)C(=O)NC(CCC(=O)O)C(=O)O. Drug 2: COC1=C2C(=CC3=C1OC=C3)C=CC(=O)O2. Synergy scores: CSS=-0.118, Synergy_ZIP=0.386, Synergy_Bliss=4.10, Synergy_Loewe=-1.27, Synergy_HSA=-0.0313. Cell line: MDA-MB-231.